Task: Predict which catalyst facilitates the given reaction.. Dataset: Catalyst prediction with 721,799 reactions and 888 catalyst types from USPTO Reactant: [CH:1]1([S:4]([C:7]2[CH:12]=[CH:11][C:10]([CH:13]([C:21]3[NH:25][C:24]([C:26]4[S:27]C(CC#N)=C[N:30]=4)=[CH:23][CH:22]=3)[CH2:14][CH:15]3CCO[CH2:17][CH2:16]3)=[CH:9][CH:8]=2)(=[O:6])=[O:5])[CH2:3][CH2:2]1.[OH-:34].[Na+].[O:36]1[CH2:40][CH2:39][CH2:38][CH2:37]1.[CH2:41]([OH:43])[CH3:42]. Product: [CH:1]1([S:4]([C:7]2[CH:8]=[CH:9][C:10]([CH:13]([C:21]3[NH:25][C:24]([C:26]4[S:27][C:38]([CH2:39][C:40]([OH:36])=[O:34])=[CH:37][N:30]=4)=[CH:23][CH:22]=3)[CH2:14][CH:15]3[CH2:16][CH2:17][O:43][CH2:41][CH2:42]3)=[CH:11][CH:12]=2)(=[O:5])=[O:6])[CH2:3][CH2:2]1. The catalyst class is: 6.